This data is from CYP3A4 inhibition data for predicting drug metabolism from PubChem BioAssay. The task is: Regression/Classification. Given a drug SMILES string, predict its absorption, distribution, metabolism, or excretion properties. Task type varies by dataset: regression for continuous measurements (e.g., permeability, clearance, half-life) or binary classification for categorical outcomes (e.g., BBB penetration, CYP inhibition). Dataset: cyp3a4_veith. The molecule is Cc1cnc(CNc2cc(-c3ccc(N(C)C)cc3)ncn2)cn1. The result is 1 (inhibitor).